From a dataset of Reaction yield outcomes from USPTO patents with 853,638 reactions. Predict the reaction yield, written as a fraction of the theoretical maximum amount of product (1.0 means a 100% yield; for example, 0.34 means a 34% yield). (1) The reactants are C([O:5][C:6](=[O:17])[C:7]1[C:12]([F:13])=[CH:11][N:10]=[CH:9][C:8]=1[CH:14]1[CH2:16][CH2:15]1)(C)(C)C. The catalyst is CO. The product is [CH:14]1([C:8]2[CH:9]=[N:10][CH:11]=[C:12]([F:13])[C:7]=2[C:6]([OH:17])=[O:5])[CH2:15][CH2:16]1. The yield is 0.920. (2) The reactants are [Si:1]([O:8][C:9]1[CH:10]=[CH:11][CH:12]=[C:13]2[C:17]=1[CH:16](O)[CH2:15][CH2:14]2)([C:4]([CH3:7])([CH3:6])[CH3:5])([CH3:3])[CH3:2].S(Cl)([Cl:21])=O.[OH-].[K+]. The catalyst is C1(C)C=CC=CC=1. The product is [C:4]([Si:1]([O:8][C:9]1[CH:10]=[CH:11][CH:12]=[C:13]2[C:17]=1[CH:16]([Cl:21])[CH2:15][CH2:14]2)([CH3:3])[CH3:2])([CH3:7])([CH3:6])[CH3:5]. The yield is 0.990. (3) The reactants are [S:1]1[CH:5]=[CH:4][C:3]2[C:6](=[O:14])[C:7]3[S:8][CH:9]=[CH:10][C:11]=3[C:12](=[O:13])[C:2]1=2.[OH-].[Na+].C1(C)C=CC(S(O[CH2:27][CH2:28][CH2:29][CH2:30][CH2:31][CH2:32][CH2:33][CH3:34])(=O)=O)=CC=1. The catalyst is [Zn].C(O)C. The product is [CH2:5]([O:14][C:6]1[C:7]2[S:8][CH:9]=[CH:10][C:11]=2[C:12]([O:13][CH2:34][CH2:33][CH2:32][CH2:31][CH2:30][CH2:29][CH2:28][CH3:27])=[C:2]2[S:1][CH:5]=[CH:4][C:3]=12)[CH2:4][CH2:3][CH2:2][CH2:12][CH2:11][CH2:7][CH3:6]. The yield is 0.620. (4) The reactants are [CH:1]1([CH:6]=[C:7]([C:18]2[CH:23]=[CH:22][C:21]([C:24](O)([CH3:26])[CH3:25])=[CH:20][CH:19]=2)[C:8]2[NH:17][C:11]3=[N:12][CH:13]=[C:14]([F:16])[CH:15]=[C:10]3[CH:9]=2)[CH2:5][CH2:4][CH2:3][CH2:2]1. The catalyst is [Pd].CO. The product is [CH:1]1([CH2:6][CH:7]([C:8]2[NH:17][C:11]3=[N:12][CH:13]=[C:14]([F:16])[CH:15]=[C:10]3[CH:9]=2)[C:18]2[CH:19]=[CH:20][C:21]([CH:24]([CH3:26])[CH3:25])=[CH:22][CH:23]=2)[CH2:5][CH2:4][CH2:3][CH2:2]1. The yield is 0.0400. (5) The reactants are [NH:1]1[C:5]2[CH:6]=[CH:7][C:8]([C:10]([OH:12])=O)=[CH:9][C:4]=2[N:3]=[CH:2]1.[NH:13]1[CH2:18][CH2:17][CH2:16][C@@H:15]2[C:19]3[CH:20]=[CH:21][C:22]([NH2:26])=[CH:23][C:24]=3[CH2:25][C@H:14]12. No catalyst specified. The product is [NH2:26][C:22]1[CH:21]=[CH:20][C:19]2[C@@H:15]3[C@@H:14]([N:13]([C:10]([C:8]4[CH:7]=[CH:6][C:5]5[NH:1][CH:2]=[N:3][C:4]=5[CH:9]=4)=[O:12])[CH2:18][CH2:17][CH2:16]3)[CH2:25][C:24]=2[CH:23]=1. The yield is 0.300. (6) The reactants are Cl[C:2]1[N:7]=[C:6]([CH3:8])[C:5]([N:9]2[C:17]3[CH:16]=[CH:15][C:14]([F:18])=[CH:13][C:12]=3[C:11]3[NH:19][N:20]=[CH:21][C:10]2=3)=[CH:4][CH:3]=1.CCN([CH2:27][CH3:28])CC.[CH3:29][S:30]([O-:32])=[O:31].[Na+].C(O)(=O)C. The catalyst is CC(O)C.C1C=CC(P(C2C=CC=CC=2)[C-]2C=CC=C2)=CC=1.C1C=CC(P(C2C=CC=CC=2)[C-]2C=CC=C2)=CC=1.Cl[Pd]Cl.[Fe+2]. The product is [F:18][C:14]1[CH:15]=[CH:16][C:17]2[N:9]([C:5]3[C:6]([CH3:8])=[N:7][C:2]([CH2:28][CH2:27][S:30]([CH3:29])(=[O:32])=[O:31])=[CH:3][CH:4]=3)[C:10]3[CH:21]=[N:20][NH:19][C:11]=3[C:12]=2[CH:13]=1. The yield is 0.398.